Dataset: NCI-60 drug combinations with 297,098 pairs across 59 cell lines. Task: Regression. Given two drug SMILES strings and cell line genomic features, predict the synergy score measuring deviation from expected non-interaction effect. (1) Drug 1: CCN(CC)CCNC(=O)C1=C(NC(=C1C)C=C2C3=C(C=CC(=C3)F)NC2=O)C. Drug 2: CN(C(=O)NC(C=O)C(C(C(CO)O)O)O)N=O. Cell line: NCI-H522. Synergy scores: CSS=-5.41, Synergy_ZIP=0.809, Synergy_Bliss=-4.61, Synergy_Loewe=-8.60, Synergy_HSA=-8.59. (2) Drug 1: CCCCC(=O)OCC(=O)C1(CC(C2=C(C1)C(=C3C(=C2O)C(=O)C4=C(C3=O)C=CC=C4OC)O)OC5CC(C(C(O5)C)O)NC(=O)C(F)(F)F)O. Drug 2: CC1=C(C(=O)C2=C(C1=O)N3CC4C(C3(C2COC(=O)N)OC)N4)N. Cell line: BT-549. Synergy scores: CSS=33.1, Synergy_ZIP=-10.6, Synergy_Bliss=-10.6, Synergy_Loewe=-8.22, Synergy_HSA=-7.47. (3) Drug 1: CC1=CC2C(CCC3(C2CCC3(C(=O)C)OC(=O)C)C)C4(C1=CC(=O)CC4)C. Drug 2: C1C(C(OC1N2C=NC3=C2NC=NCC3O)CO)O. Cell line: PC-3. Synergy scores: CSS=-0.224, Synergy_ZIP=0.823, Synergy_Bliss=2.18, Synergy_Loewe=-1.68, Synergy_HSA=-1.03. (4) Drug 1: CC1=C(N=C(N=C1N)C(CC(=O)N)NCC(C(=O)N)N)C(=O)NC(C(C2=CN=CN2)OC3C(C(C(C(O3)CO)O)O)OC4C(C(C(C(O4)CO)O)OC(=O)N)O)C(=O)NC(C)C(C(C)C(=O)NC(C(C)O)C(=O)NCCC5=NC(=CS5)C6=NC(=CS6)C(=O)NCCC[S+](C)C)O. Drug 2: C1C(C(OC1N2C=NC(=NC2=O)N)CO)O. Cell line: OVCAR-4. Synergy scores: CSS=16.9, Synergy_ZIP=-8.22, Synergy_Bliss=-4.85, Synergy_Loewe=-5.23, Synergy_HSA=0.403. (5) Drug 1: C1CCC(C(C1)N)N.C(=O)(C(=O)[O-])[O-].[Pt+4]. Drug 2: C1CN(P(=O)(OC1)NCCCl)CCCl. Cell line: HCC-2998. Synergy scores: CSS=11.3, Synergy_ZIP=-17.5, Synergy_Bliss=-39.4, Synergy_Loewe=-15.1, Synergy_HSA=-35.0. (6) Drug 1: CCC1(CC2CC(C3=C(CCN(C2)C1)C4=CC=CC=C4N3)(C5=C(C=C6C(=C5)C78CCN9C7C(C=CC9)(C(C(C8N6C)(C(=O)OC)O)OC(=O)C)CC)OC)C(=O)OC)O. Drug 2: CC1CC(C(C(C=C(C(C(C=CC=C(C(=O)NC2=CC(=O)C(=C(C1)C2=O)OC)C)OC)OC(=O)N)C)C)O)OC. Cell line: SW-620. Synergy scores: CSS=76.5, Synergy_ZIP=-1.70, Synergy_Bliss=-5.32, Synergy_Loewe=-5.52, Synergy_HSA=-1.59.